This data is from Forward reaction prediction with 1.9M reactions from USPTO patents (1976-2016). The task is: Predict the product of the given reaction. (1) Given the reactants [CH3:1][O:2][C:3]1[CH:42]=[CH:41][CH:40]=[CH:39][C:4]=1[CH2:5][O:6][CH2:7][CH2:8][CH2:9][O:10][C:11]1[CH:16]=[CH:15][C:14]([CH:17]2[CH2:22][CH2:21][NH:20][CH2:19][CH:18]2[O:23][CH2:24][CH2:25][O:26][C:27]2[CH:32]=[CH:31][CH:30]=[CH:29][C:28]=2[CH2:33][CH2:34][C:35]([O:37]C)=[O:36])=[CH:13][CH:12]=1.Cl, predict the reaction product. The product is: [CH3:1][O:2][C:3]1[CH:42]=[CH:41][CH:40]=[CH:39][C:4]=1[CH2:5][O:6][CH2:7][CH2:8][CH2:9][O:10][C:11]1[CH:12]=[CH:13][C:14]([CH:17]2[CH2:22][CH2:21][NH:20][CH2:19][CH:18]2[O:23][CH2:24][CH2:25][O:26][C:27]2[CH:32]=[CH:31][CH:30]=[CH:29][C:28]=2[CH2:33][CH2:34][C:35]([OH:37])=[O:36])=[CH:15][CH:16]=1. (2) Given the reactants [CH3:1][N:2]1[C:6]2[CH:7]=[CH:8][C:9]([C:11]([OH:13])=O)=[CH:10][C:5]=2[N:4]=[CH:3]1.[CH2:14]1[C@H:23]2[C@H:18]([CH2:19][CH2:20][C:21]3[CH:27]=[CH:26][CH:25]=[CH:24][C:22]=32)[NH:17][CH2:16][CH2:15]1.F[P-](F)(F)(F)(F)F.N1(OC(N(C)C)=[N+](C)C)C2N=CC=CC=2N=N1, predict the reaction product. The product is: [CH2:14]1[C@H:23]2[C@H:18]([CH2:19][CH2:20][C:21]3[CH:27]=[CH:26][CH:25]=[CH:24][C:22]=32)[N:17]([C:11]([C:9]2[CH:8]=[CH:7][C:6]3[N:2]([CH3:1])[CH:3]=[N:4][C:5]=3[CH:10]=2)=[O:13])[CH2:16][CH2:15]1.